Dataset: NCI-60 drug combinations with 297,098 pairs across 59 cell lines. Task: Regression. Given two drug SMILES strings and cell line genomic features, predict the synergy score measuring deviation from expected non-interaction effect. (1) Synergy scores: CSS=1.69, Synergy_ZIP=-0.470, Synergy_Bliss=-0.348, Synergy_Loewe=-0.434, Synergy_HSA=-1.57. Drug 2: C1=CN(C=N1)CC(O)(P(=O)(O)O)P(=O)(O)O. Cell line: NCI-H460. Drug 1: CCC(=C(C1=CC=CC=C1)C2=CC=C(C=C2)OCCN(C)C)C3=CC=CC=C3.C(C(=O)O)C(CC(=O)O)(C(=O)O)O. (2) Drug 1: C1=NC(=NC(=O)N1C2C(C(C(O2)CO)O)O)N. Drug 2: C1=CC=C(C(=C1)C(C2=CC=C(C=C2)Cl)C(Cl)Cl)Cl. Cell line: U251. Synergy scores: CSS=8.04, Synergy_ZIP=-2.24, Synergy_Bliss=0.296, Synergy_Loewe=3.71, Synergy_HSA=-2.55. (3) Drug 1: COC1=CC(=CC(=C1O)OC)C2C3C(COC3=O)C(C4=CC5=C(C=C24)OCO5)OC6C(C(C7C(O6)COC(O7)C8=CC=CS8)O)O. Drug 2: C1=NC2=C(N=C(N=C2N1C3C(C(C(O3)CO)O)F)Cl)N. Cell line: HOP-92. Synergy scores: CSS=57.1, Synergy_ZIP=0.850, Synergy_Bliss=0.179, Synergy_Loewe=4.32, Synergy_HSA=6.23.